This data is from Full USPTO retrosynthesis dataset with 1.9M reactions from patents (1976-2016). The task is: Predict the reactants needed to synthesize the given product. (1) Given the product [CH2:28]([O:27][C:25](=[O:26])[N:11]([CH2:7][C:6]1[CH:9]=[C:2]([Br:1])[CH:3]=[CH:4][C:5]=1[OH:10])[CH2:12][CH2:13][OH:14])[CH2:31][CH2:32][CH3:33], predict the reactants needed to synthesize it. The reactants are: [Br:1][C:2]1[CH:3]=[CH:4][C:5]([OH:10])=[C:6]([CH:9]=1)[CH:7]=O.[NH2:11][CH2:12][CH2:13][OH:14].[BH4-].[Na+].[C:25](O[C:25]([O:27][C:28]([CH3:31])(C)C)=[O:26])([O:27][C:28](C)(C)[CH3:31])=[O:26].[CH2:32]1COC[CH2:33]1.CO. (2) Given the product [CH3:12][O:13][C:14](=[O:17])[CH2:15][NH:1][C:2]1[CH:3]=[C:4]([CH3:11])[C:5]([CH:6]=[O:7])=[C:8]([CH3:10])[CH:9]=1, predict the reactants needed to synthesize it. The reactants are: [NH2:1][C:2]1[CH:9]=[C:8]([CH3:10])[C:5]([CH:6]=[O:7])=[C:4]([CH3:11])[CH:3]=1.[CH3:12][O:13][C:14](=[O:17])[CH2:15]Br.C([O-])([O-])=O.[K+].[K+]. (3) Given the product [CH2:1]([N:3]1[C:4](=[S:34])[C:5]([NH:15][C:16]2[CH:21]=[CH:20][C:19]([O:22][CH3:23])=[CH:18][CH:17]=2)=[C:6]([C:9]2[CH:14]=[CH:13][CH:12]=[CH:11][CH:10]=2)[C:7]1=[O:8])[CH3:2], predict the reactants needed to synthesize it. The reactants are: [CH2:1]([N:3]1[C:7](=[O:8])[C:6]([C:9]2[CH:14]=[CH:13][CH:12]=[CH:11][CH:10]=2)=[C:5]([NH:15][C:16]2[CH:21]=[CH:20][C:19]([O:22][CH3:23])=[CH:18][CH:17]=2)[C:4]1=O)[CH3:2].COC1C=CC(P2(SP(C3C=CC(OC)=CC=3)(=S)S2)=[S:34])=CC=1. (4) Given the product [CH3:17][N:16]([CH3:18])[S:13]([C:12]1[C:7]2[C:6](=[CH:11][CH:10]=[CH:9][CH:8]=2)[NH:5][CH:4]=1)(=[O:15])=[O:14], predict the reactants needed to synthesize it. The reactants are: CN([CH:4]=[N:5][C:6]1[CH:11]=[CH:10][CH:9]=[CH:8][C:7]=1[CH2:12][S:13]([N:16]([CH3:18])[CH3:17])(=[O:15])=[O:14])C.[H-].[Na+].